Dataset: NCI-60 drug combinations with 297,098 pairs across 59 cell lines. Task: Regression. Given two drug SMILES strings and cell line genomic features, predict the synergy score measuring deviation from expected non-interaction effect. (1) Drug 1: COC1=C(C=C2C(=C1)N=CN=C2NC3=CC(=C(C=C3)F)Cl)OCCCN4CCOCC4. Drug 2: CC1CCC2CC(C(=CC=CC=CC(CC(C(=O)C(C(C(=CC(C(=O)CC(OC(=O)C3CCCCN3C(=O)C(=O)C1(O2)O)C(C)CC4CCC(C(C4)OC)O)C)C)O)OC)C)C)C)OC. Cell line: DU-145. Synergy scores: CSS=55.3, Synergy_ZIP=0.193, Synergy_Bliss=3.14, Synergy_Loewe=10.9, Synergy_HSA=12.3. (2) Drug 1: CCCS(=O)(=O)NC1=C(C(=C(C=C1)F)C(=O)C2=CNC3=C2C=C(C=N3)C4=CC=C(C=C4)Cl)F. Drug 2: COC1=NC(=NC2=C1N=CN2C3C(C(C(O3)CO)O)O)N. Cell line: NCI-H322M. Synergy scores: CSS=-8.09, Synergy_ZIP=5.30, Synergy_Bliss=2.33, Synergy_Loewe=-3.00, Synergy_HSA=-5.13. (3) Drug 1: C1CCC(CC1)NC(=O)N(CCCl)N=O. Drug 2: CN1C(=O)N2C=NC(=C2N=N1)C(=O)N. Cell line: UO-31. Synergy scores: CSS=5.09, Synergy_ZIP=-2.17, Synergy_Bliss=-2.67, Synergy_Loewe=-4.92, Synergy_HSA=-3.12. (4) Drug 1: CC12CCC(CC1=CCC3C2CCC4(C3CC=C4C5=CN=CC=C5)C)O. Drug 2: C1C(C(OC1N2C=NC(=NC2=O)N)CO)O. Cell line: A549. Synergy scores: CSS=7.79, Synergy_ZIP=-2.43, Synergy_Bliss=-1.07, Synergy_Loewe=-2.19, Synergy_HSA=-1.66. (5) Drug 1: C1=CC(=CC=C1C#N)C(C2=CC=C(C=C2)C#N)N3C=NC=N3. Drug 2: B(C(CC(C)C)NC(=O)C(CC1=CC=CC=C1)NC(=O)C2=NC=CN=C2)(O)O. Cell line: MALME-3M. Synergy scores: CSS=49.3, Synergy_ZIP=2.18, Synergy_Bliss=2.40, Synergy_Loewe=-21.5, Synergy_HSA=-2.59.